Dataset: Forward reaction prediction with 1.9M reactions from USPTO patents (1976-2016). Task: Predict the product of the given reaction. (1) The product is: [OH:12][C:3]1[CH:4]=[C:5]([CH:10]=[CH:11][C:2]=1[I:18])[C:6]([O:8][CH3:9])=[O:7]. Given the reactants N[C:2]1[CH:11]=[CH:10][C:5]([C:6]([O:8][CH3:9])=[O:7])=[CH:4][C:3]=1[OH:12].Cl.N([O-])=O.[Na+].[I-:18].[K+], predict the reaction product. (2) Given the reactants [CH3:1][C:2]1[N:7]=[C:6]([NH2:8])[C:5]([N+:9]([O-])=O)=[CH:4][CH:3]=1, predict the reaction product. The product is: [CH3:1][C:2]1[N:7]=[C:6]([NH2:8])[C:5]([NH2:9])=[CH:4][CH:3]=1. (3) Given the reactants [Cl:1][C:2]1[CH:3]=[C:4]([CH2:17][N:18]2[C:22]([CH3:23])=[CH:21][C:20]([NH2:24])=[N:19]2)[C:5]2[O:9][C:8]([C:10]3[CH:15]=[CH:14][CH:13]=[CH:12][CH:11]=3)=[CH:7][C:6]=2[CH:16]=1.CCN=C=NCCCN(C)C.C1C=CC2N(O)N=NC=2C=1.[NH:46]1[C:50](=[O:51])[CH2:49][CH2:48][C@H:47]1[C:52](O)=[O:53], predict the reaction product. The product is: [Cl:1][C:2]1[CH:3]=[C:4]([CH2:17][N:18]2[C:22]([CH3:23])=[CH:21][C:20]([NH:24][C:52](=[O:53])[C@@H:47]3[CH2:48][CH2:49][C:50](=[O:51])[NH:46]3)=[N:19]2)[C:5]2[O:9][C:8]([C:10]3[CH:11]=[CH:12][CH:13]=[CH:14][CH:15]=3)=[CH:7][C:6]=2[CH:16]=1. (4) Given the reactants Cl[C:2]1[N:7]=[N:6][C:5]([C:8]([OH:10])=[O:9])=[CH:4][CH:3]=1.C[O-].[Na+].[CH3:14]OC1N=NC(C(O)=O)=CC=1.[Cl-].[OH:26][CH:27]1[CH2:32][CH2:31][NH:30][CH2:29][CH2:28]1.C(N(C(C)C)CC)(C)C, predict the reaction product. The product is: [OH:26][CH:27]1[CH2:32][CH2:31][N:30]([C:2]2[N:7]=[N:6][C:5]([C:8]([O:10][CH3:14])=[O:9])=[CH:4][CH:3]=2)[CH2:29][CH2:28]1. (5) Given the reactants [Br:1][C:2]1[CH:11]=[C:10]2[C:5]([CH:6]=[C:7]([C:12](N(OC)C)=[O:13])[CH:8]=[N:9]2)=[CH:4][CH:3]=1.[CH3:18][Mg]Br.C(OCC)C.[Cl-].[NH4+].C(=O)(O)[O-].[Na+], predict the reaction product. The product is: [Br:1][C:2]1[CH:11]=[C:10]2[C:5]([CH:6]=[C:7]([C:12](=[O:13])[CH3:18])[CH:8]=[N:9]2)=[CH:4][CH:3]=1. (6) Given the reactants S(=O)(=O)(O)O.[Br:6][C:7]1[CH:8]=[C:9]([CH2:13][CH2:14][NH:15][S:16]([C:19]2[CH:24]=[CH:23][C:22]([CH3:25])=[CH:21][CH:20]=2)(=[O:18])=[O:17])[CH:10]=[CH:11][CH:12]=1.[CH3:26]OCOC.C(Cl)Cl, predict the reaction product. The product is: [Br:6][C:7]1[CH:8]=[C:9]2[C:10](=[CH:11][CH:12]=1)[CH2:26][N:15]([S:16]([C:19]1[CH:20]=[CH:21][C:22]([CH3:25])=[CH:23][CH:24]=1)(=[O:18])=[O:17])[CH2:14][CH2:13]2. (7) Given the reactants [N:1]1[C:10]2[C:5](=[CH:6][CH:7]=[CH:8][CH:9]=2)[C:4](CO)=[CH:3][N:2]=1.N1C2C(=CC=CC=2)C(CO)C=N1.CN1C2N=C(Cl)N(CC=C(C)C)C=2C(=O)NC1=O.C1(P(C2C=CC=CC=2)C2C=CC=CC=2)C=CC=CC=1.N(C(OCC)=O)=NC(OCC)=O, predict the reaction product. The product is: [NH:1]1[C:10]2[C:5](=[CH:6][CH:7]=[CH:8][CH:9]=2)[CH2:4][CH:3]=[N:2]1. (8) Given the reactants [CH3:1][Si:2]([CH3:33])([CH3:32])[CH2:3][CH2:4][O:5][CH2:6][N:7]1[C:15]2[CH2:14][CH:13]([C:16]3[CH:17]=NN(COCC[Si](C)(C)C)C=3)[CH2:12][CH2:11][C:10]=2[C:9]([C:29]([OH:31])=[O:30])=[N:8]1.C1C2(CCC(=O)CC2)C1, predict the reaction product. The product is: [CH3:1][Si:2]([CH3:33])([CH3:32])[CH2:3][CH2:4][O:5][CH2:6][N:7]1[C:15]2[CH2:14][C:13]3([CH2:16][CH2:17]3)[CH2:12][CH2:11][C:10]=2[C:9]([C:29]([OH:31])=[O:30])=[N:8]1. (9) Given the reactants [N:1]1[O:5][N:4]=[C:3]2[CH:6]=[C:7]([C:10]([NH:12][CH2:13][C:14]([OH:16])=O)=[O:11])[CH:8]=[CH:9][C:2]=12.[F:17][CH2:18][CH2:19][NH2:20].C1C=CC2N(O)N=NC=2C=1.CCN=C=NCCCN(C)C.Cl.CCN(C(C)C)C(C)C, predict the reaction product. The product is: [F:17][CH2:18][CH2:19][NH:20][C:14]([CH2:13][NH:12][C:10]([C:7]1[CH:8]=[CH:9][C:2]2[C:3]([CH:6]=1)=[N:4][O:5][N:1]=2)=[O:11])=[O:16]. (10) Given the reactants [Cl:1][C:2]1[CH:3]=[C:4]([C:9]2([C:22]([F:25])([F:24])[F:23])[O:13][N:12]=[C:11]([C:14]3[CH:21]=[CH:20][C:17]([CH:18]=O)=[CH:16][CH:15]=3)[CH2:10]2)[CH:5]=[C:6]([Cl:8])[CH:7]=1.[NH2:26][CH2:27][C:28]1[CH:33]=[CH:32][CH:31]=[CH:30][N:29]=1.C[Si]([C:38]#[N:39])(C)C.Cl([O-])(=O)(=O)=O.[Li+], predict the reaction product. The product is: [Cl:1][C:2]1[CH:3]=[C:4]([C:9]2([C:22]([F:25])([F:24])[F:23])[O:13][N:12]=[C:11]([C:14]3[CH:21]=[CH:20][C:17]([CH:18]([NH:26][CH2:27][C:28]4[CH:33]=[CH:32][CH:31]=[CH:30][N:29]=4)[C:38]#[N:39])=[CH:16][CH:15]=3)[CH2:10]2)[CH:5]=[C:6]([Cl:8])[CH:7]=1.